Dataset: Forward reaction prediction with 1.9M reactions from USPTO patents (1976-2016). Task: Predict the product of the given reaction. (1) The product is: [CH2:1]([C:3]1[CH:8]=[CH:7][C:6]([C:9]2[CH:26]=[C:27]([CH3:28])[C:12]([C:15]([O:17][CH2:18][CH3:19])=[O:16])=[N:11][C:10]=2[C:20]2[CH:25]=[CH:24][CH:23]=[CH:22][CH:21]=2)=[CH:5][CH:4]=1)[CH3:2]. Given the reactants [CH2:1]([C:3]1[CH:8]=[CH:7][C:6]([C:9]2N=N[C:12]([C:15]([O:17][CH2:18][CH3:19])=[O:16])=[N:11][C:10]=2[C:20]2[CH:25]=[CH:24][CH:23]=[CH:22][CH:21]=2)=[CH:5][CH:4]=1)[CH3:2].[CH:26](N1CCCC1)=[CH:27][CH3:28], predict the reaction product. (2) Given the reactants [CH3:1][C:2]1([CH3:17])[C:10]2[C:5](=[CH:6][C:7]([N:11]3[CH2:16][CH2:15][O:14][CH2:13][CH2:12]3)=[CH:8][CH:9]=2)[NH:4][CH2:3]1.Cl[C:19]1[C:28]2[C:23](=[C:24]([C:29]([F:32])([F:31])[F:30])[CH:25]=[CH:26][CH:27]=2)[N:22]=[C:21]([CH3:33])[C:20]=1[CH3:34].C(=O)([O-])[O-].[Cs+].[Cs+].C1C=CC(P(C2C(C3C(P(C4C=CC=CC=4)C4C=CC=CC=4)=CC=C4C=3C=CC=C4)=C3C(C=CC=C3)=CC=2)C2C=CC=CC=2)=CC=1, predict the reaction product. The product is: [CH3:1][C:2]1([CH3:17])[C:10]2[C:5](=[CH:6][C:7]([N:11]3[CH2:16][CH2:15][O:14][CH2:13][CH2:12]3)=[CH:8][CH:9]=2)[N:4]([C:19]2[C:28]3[C:23](=[C:24]([C:29]([F:32])([F:30])[F:31])[CH:25]=[CH:26][CH:27]=3)[N:22]=[C:21]([CH3:33])[C:20]=2[CH3:34])[CH2:3]1.